From a dataset of Full USPTO retrosynthesis dataset with 1.9M reactions from patents (1976-2016). Predict the reactants needed to synthesize the given product. Given the product [NH2:28][C:2]1[C:7]([C:8]([C:10]2[CH:15]=[C:14]([O:16][CH3:17])[C:13]([O:18][CH3:19])=[C:12]([O:20][CH3:21])[CH:11]=2)=[O:9])=[CH:6][C:5]([C:22]2[S:23][CH:24]=[CH:25][N:26]=2)=[CH:4][N:3]=1, predict the reactants needed to synthesize it. The reactants are: Cl[C:2]1[C:7]([C:8]([C:10]2[CH:15]=[C:14]([O:16][CH3:17])[C:13]([O:18][CH3:19])=[C:12]([O:20][CH3:21])[CH:11]=2)=[O:9])=[CH:6][C:5]([C:22]2[S:23][CH:24]=[CH:25][N:26]=2)=[CH:4][N:3]=1.O.[NH3:28].